Dataset: Reaction yield outcomes from USPTO patents with 853,638 reactions. Task: Predict the reaction yield, written as a fraction of the theoretical maximum amount of product (1.0 means a 100% yield; for example, 0.34 means a 34% yield). (1) The reactants are Cl[C:2]1[CH:7]=[C:6]([Cl:8])[N:5]=[CH:4][N:3]=1.[NH:9]1[CH2:14][CH2:13][O:12][CH2:11][CH2:10]1.C(N(CC)CC)C. The catalyst is CCO. The product is [Cl:8][C:6]1[N:5]=[CH:4][N:3]=[C:2]([N:9]2[CH2:14][CH2:13][O:12][CH2:11][CH2:10]2)[CH:7]=1. The yield is 0.930. (2) The reactants are N1C=CC=[CH:3][C:2]=1[S:7][S:8][C:9]1[CH:14]=[CH:13][CH:12]=[CH:11][N:10]=1.Cl.[NH2:16]CCS. The catalyst is CO.C(O)(=O)C. The product is [N:10]1[CH:11]=[CH:12][CH:13]=[CH:14][C:9]=1[S:8][S:7][CH2:2][CH2:3][NH2:16]. The yield is 0.740.